This data is from Catalyst prediction with 721,799 reactions and 888 catalyst types from USPTO. The task is: Predict which catalyst facilitates the given reaction. (1) Reactant: Cl[C:2]1[CH:7]=[CH:6][C:5]([CH2:8][N:9]2[C:13]([CH3:14])=[CH:12][C:11](/[C:15](/[F:30])=[CH:16]/[C:17]3[CH:22]=[CH:21][C:20]([C:23]([CH3:29])([CH3:28])[C:24]([F:27])([F:26])[F:25])=[CH:19][CH:18]=3)=[N:10]2)=[CH:4][N:3]=1.[CH3:31][NH2:32]. Product: [F:30]/[C:15](/[C:11]1[CH:12]=[C:13]([CH3:14])[N:9]([CH2:8][C:5]2[CH:6]=[CH:7][C:2]([NH:32][CH3:31])=[N:3][CH:4]=2)[N:10]=1)=[CH:16]\[C:17]1[CH:22]=[CH:21][C:20]([C:23]2([C:24]([F:27])([F:26])[F:25])[CH2:29][CH2:28]2)=[CH:19][CH:18]=1. The catalyst class is: 8. (2) Reactant: [NH2:1][C:2]1[CH:3]=[C:4]2[C:10]([C:11]3[CH:12]=[C:13]([NH:17][C@H:18]([C:22]([NH:24][CH2:25][C:26]([F:29])([F:28])[F:27])=[O:23])[CH:19]([CH3:21])[CH3:20])[CH:14]=[N:15][CH:16]=3)=[CH:9][N:8](COCC[Si](C)(C)C)[C:5]2=[N:6][CH:7]=1.C(O)(C(F)(F)F)=O.C(N)CN.[OH-].[Na+]. Product: [NH2:1][C:2]1[CH:3]=[C:4]2[C:10]([C:11]3[CH:12]=[C:13]([NH:17][C@H:18]([C:22]([NH:24][CH2:25][C:26]([F:27])([F:29])[F:28])=[O:23])[CH:19]([CH3:20])[CH3:21])[CH:14]=[N:15][CH:16]=3)=[CH:9][NH:8][C:5]2=[N:6][CH:7]=1. The catalyst class is: 583. (3) Reactant: Cl[C:2]1[C:7]2[C:8]([I:20])=[N:9][N:10]([CH2:11][C:12]3[CH:17]=[CH:16][C:15]([O:18][CH3:19])=[CH:14][CH:13]=3)[C:6]=2[CH:5]=[C:4]([CH3:21])[N:3]=1.[O:22]1[CH2:27][CH2:26][CH:25]([NH2:28])[CH2:24][CH2:23]1.C(N(C(C)C)CC)(C)C. Product: [I:20][C:8]1[C:7]2[C:2]([NH:28][CH:25]3[CH2:26][CH2:27][O:22][CH2:23][CH2:24]3)=[N:3][C:4]([CH3:21])=[CH:5][C:6]=2[N:10]([CH2:11][C:12]2[CH:17]=[CH:16][C:15]([O:18][CH3:19])=[CH:14][CH:13]=2)[N:9]=1. The catalyst class is: 114. (4) Reactant: CO[N:3]=[C:4]1[C:13]2[C:8](=[N:9][CH:10]=[CH:11][CH:12]=2)[O:7][CH:6]([C:14]2[CH:15]=[C:16]([CH:21]=[CH:22][CH:23]=2)[C:17]([O:19][CH3:20])=[O:18])[CH2:5]1.CO. Product: [NH2:3][CH:4]1[C:13]2[C:8](=[N:9][CH:10]=[CH:11][CH:12]=2)[O:7][CH:6]([C:14]2[CH:15]=[C:16]([CH:21]=[CH:22][CH:23]=2)[C:17]([O:19][CH3:20])=[O:18])[CH2:5]1. The catalyst class is: 769. (5) Reactant: [N:1]([CH2:4][CH:5]([N:17]1C(=O)C2C(=CC=CC=2)C1=O)[CH2:6][CH:7]1[CH2:16][CH2:15][C:14]2[C:9](=[CH:10][CH:11]=[CH:12][CH:13]=2)[CH2:8]1)=[N+:2]=[N-:3].NN. Product: [N:1]([CH2:4][CH:5]([NH2:17])[CH2:6][CH:7]1[CH2:16][CH2:15][C:14]2[C:9](=[CH:10][CH:11]=[CH:12][CH:13]=2)[CH2:8]1)=[N+:2]=[N-:3]. The catalyst class is: 8.